This data is from Full USPTO retrosynthesis dataset with 1.9M reactions from patents (1976-2016). The task is: Predict the reactants needed to synthesize the given product. (1) Given the product [CH2:17]([NH:20][C:21]([C:23]1[C:31]2[C:26](=[CH:27][C:28]([O:32][C:2]3[CH:7]=[CH:6][N:5]=[C:4]4[CH:8]=[C:9]([C:11]5[N:12]([CH3:16])[CH:13]=[CH:14][N:15]=5)[S:10][C:3]=34)=[CH:29][CH:30]=2)[N:25]([CH3:33])[C:24]=1[CH3:34])=[O:22])[CH2:18][CH3:19], predict the reactants needed to synthesize it. The reactants are: Cl[C:2]1[CH:7]=[CH:6][N:5]=[C:4]2[CH:8]=[C:9]([C:11]3[N:12]([CH3:16])[CH:13]=[CH:14][N:15]=3)[S:10][C:3]=12.[CH2:17]([NH:20][C:21]([C:23]1[C:31]2[C:26](=[CH:27][C:28]([OH:32])=[CH:29][CH:30]=2)[N:25]([CH3:33])[C:24]=1[CH3:34])=[O:22])[CH2:18][CH3:19].C([O-])([O-])=O.[Cs+].[Cs+]. (2) Given the product [CH3:32][O:31][C:29](=[O:30])[NH:21][C:16]1[CH:17]=[C:18]2[C:13](=[CH:14][CH:15]=1)[N:12]=[C:11]([NH:10][C@H:1]1[C:9]3[C:4](=[CH:5][CH:6]=[CH:7][CH:8]=3)[CH2:3][CH2:2]1)[CH:20]=[CH:19]2, predict the reactants needed to synthesize it. The reactants are: [C@H:1]1([NH:10][C:11]2[CH:20]=[CH:19][C:18]3[C:13](=[CH:14][CH:15]=[C:16]([NH2:21])[CH:17]=3)[N:12]=2)[C:9]2[C:4](=[CH:5][CH:6]=[CH:7][CH:8]=2)[CH2:3][CH2:2]1.N1C=CC=CC=1.Cl[C:29]([O:31][C:32]1C=CC([N+]([O-])=O)=CC=1)=[O:30].